This data is from Tox21: 12 toxicity assays (nuclear receptors and stress response pathways). The task is: Binary classification across 12 toxicity assays. (1) The molecule is CC(C)N(C(=O)CCl)c1ccccc1. It tested positive (active) for: SR-p53 (p53 tumor suppressor activation). (2) The drug is CCOC(=O)c1cn2nc(OP(=S)(OCC)OCC)cc2nc1C. It tested positive (active) for: NR-AhR (Aryl hydrocarbon Receptor agonist activity). (3) The molecule is COc1ccc2c(c1)c(CC(=O)O)c(C)n2C(=O)c1ccc(Cl)cc1. It tested positive (active) for: NR-PPAR-gamma (PPAR-gamma nuclear receptor agonist). (4) The compound is COP(=O)(OC)C(O)C(Cl)(Cl)Cl. It tested positive (active) for: SR-ARE (Antioxidant Response Element (oxidative stress)).